From a dataset of NCI-60 drug combinations with 297,098 pairs across 59 cell lines. Regression. Given two drug SMILES strings and cell line genomic features, predict the synergy score measuring deviation from expected non-interaction effect. Drug 1: CCCS(=O)(=O)NC1=C(C(=C(C=C1)F)C(=O)C2=CNC3=C2C=C(C=N3)C4=CC=C(C=C4)Cl)F. Drug 2: CC12CCC3C(C1CCC2=O)CC(=C)C4=CC(=O)C=CC34C. Cell line: SK-MEL-5. Synergy scores: CSS=43.2, Synergy_ZIP=4.89, Synergy_Bliss=6.14, Synergy_Loewe=0.834, Synergy_HSA=8.06.